This data is from Catalyst prediction with 721,799 reactions and 888 catalyst types from USPTO. The task is: Predict which catalyst facilitates the given reaction. (1) Reactant: [F:1][C:2]([F:11])([F:10])[C:3]1[CH:8]=[C:7]([OH:9])[CH:6]=[CH:5][N:4]=1.C(N(C(C)C)C(C)C)C.[F:21][C:22]([F:35])([F:34])[S:23](O[S:23]([C:22]([F:35])([F:34])[F:21])(=[O:25])=[O:24])(=[O:25])=[O:24]. Product: [F:11][C:2]([F:1])([F:10])[C:3]1[CH:8]=[C:7]([O:9][S:23]([C:22]([F:35])([F:34])[F:21])(=[O:25])=[O:24])[CH:6]=[CH:5][N:4]=1. The catalyst class is: 4. (2) Reactant: [NH:1]1[CH2:6][CH2:5][O:4][CH2:3][CH2:2]1.C[Al](C)C.C[O:12][C:13]([C:15]1[N:16]([CH3:30])[C:17]([C:20]2[S:28][C:27]3[C:22](=[N:23][CH:24]=[CH:25][C:26]=3[Cl:29])[CH:21]=2)=[CH:18][N:19]=1)=O.Cl. Product: [Cl:29][C:26]1[CH:25]=[CH:24][N:23]=[C:22]2[CH:21]=[C:20]([C:17]3[N:16]([CH3:30])[C:15]([C:13]([N:1]4[CH2:6][CH2:5][O:4][CH2:3][CH2:2]4)=[O:12])=[N:19][CH:18]=3)[S:28][C:27]=12. The catalyst class is: 48. (3) Reactant: [N:1]1[NH:2][N:3]=[C:4]([C:6]([O:8][CH2:9][CH3:10])=[O:7])[CH:5]=1.[C:11]([O-])([O-])=O.[K+].[K+].CI. Product: [CH3:11][N:2]1[N:3]=[C:4]([C:6]([O:8][CH2:9][CH3:10])=[O:7])[CH:5]=[N:1]1. The catalyst class is: 10. (4) Reactant: [F:1][C:2]1[CH:7]=[CH:6][CH:5]=[CH:4][C:3]=1[CH2:8][C:9]([OH:11])=[O:10].[Br:12]N1C(=O)CCC1=O. Product: [Br:12][CH:8]([C:3]1[CH:4]=[CH:5][CH:6]=[CH:7][C:2]=1[F:1])[C:9]([OH:11])=[O:10]. The catalyst class is: 340.